Regression. Given a peptide amino acid sequence and an MHC pseudo amino acid sequence, predict their binding affinity value. This is MHC class I binding data. From a dataset of Peptide-MHC class I binding affinity with 185,985 pairs from IEDB/IMGT. (1) The peptide sequence is QMLSVVGFLV. The MHC is HLA-A02:03 with pseudo-sequence HLA-A02:03. The binding affinity (normalized) is 0.834. (2) The MHC is HLA-B58:01 with pseudo-sequence HLA-B58:01. The binding affinity (normalized) is 0.0847. The peptide sequence is LLKTRFRGL. (3) The peptide sequence is LPTNASLSF. The MHC is HLA-B35:01 with pseudo-sequence HLA-B35:01. The binding affinity (normalized) is 0.561. (4) The peptide sequence is NFTGLYSSTV. The MHC is Patr-A0701 with pseudo-sequence Patr-A0701. The binding affinity (normalized) is 0.0747. (5) The MHC is HLA-B08:01 with pseudo-sequence HLA-B08:01. The binding affinity (normalized) is 0. The peptide sequence is KAIGTVLV. (6) The peptide sequence is NIAEYIAGLK. The MHC is HLA-A33:01 with pseudo-sequence HLA-A33:01. The binding affinity (normalized) is 0.0633. (7) The peptide sequence is HPNIEEVAL. The MHC is HLA-B08:01 with pseudo-sequence HLA-B08:01. The binding affinity (normalized) is 0.0303. (8) The peptide sequence is KFRPLMIFM. The MHC is HLA-A30:01 with pseudo-sequence HLA-A30:01. The binding affinity (normalized) is 0.945.